This data is from Forward reaction prediction with 1.9M reactions from USPTO patents (1976-2016). The task is: Predict the product of the given reaction. The product is: [CH3:65][CH2:64][C@@:63]1([OH:66])[C:61](=[O:62])[O:60][CH2:59][C:56]2[C:57]([N:52]3[C:53](=[CH:54][C:55]1=2)[C:49]1[N:48]=[C:47]2[C:42]([CH:43]=[CH:44][CH:45]=[CH:46]2)=[CH:41][C:50]=1[CH2:51]3)=[O:58]. Given the reactants C#C.[N-]=[N+]=[N-].NO.C(=O)([O-])[O-].C(=O)([O-])N.C#C.[N-]=[N+]=[N-].[F-].C([N+](CCCC)(CCCC)CCCC)CCC.CC[C:41]1[C:50]2[CH2:51][N:52]3[C:57](=[O:58])[C:56]4[CH2:59][O:60][C:61]([C@:63]([OH:66])([CH2:64][CH3:65])[C:55]=4[CH:54]=[C:53]3[C:49]=2[N:48]=[C:47]2[C:42]=1[CH:43]=[C:44](O)[CH:45]=[CH:46]2)=[O:62], predict the reaction product.